Dataset: Catalyst prediction with 721,799 reactions and 888 catalyst types from USPTO. Task: Predict which catalyst facilitates the given reaction. (1) Reactant: [CH3:1][C:2]1([CH3:16])[C:6]([CH3:8])([CH3:7])[O:5][B:4]([C:9]2[CH:10]=[CH:11][C:12]([NH2:15])=[N:13][CH:14]=2)[O:3]1.C(N(CC)CC)C.[C:24](OC(=O)C)(=[O:26])[CH3:25]. Product: [CH3:8][C:6]1([CH3:7])[C:2]([CH3:16])([CH3:1])[O:3][B:4]([C:9]2[CH:10]=[CH:11][C:12]([NH:15][C:24](=[O:26])[CH3:25])=[N:13][CH:14]=2)[O:5]1. The catalyst class is: 112. (2) Reactant: [CH2:1]([O:3][C:4]([CH2:6][CH:7]([CH2:11][CH2:12][O:13][C:14]1[C:19]([F:20])=[C:18]([F:21])[C:17]([F:22])=[C:16]([F:23])[C:15]=1[F:24])[C:8]([OH:10])=O)=[O:5])[CH3:2].Cl.[NH2:26][C@@H:27]([CH2:32][C:33]1[CH:42]=[CH:41][C:40]2[C:35](=[CH:36][CH:37]=[CH:38][CH:39]=2)[CH:34]=1)[C:28]([NH:30][CH3:31])=[O:29].C1C=CC2N(O)N=NC=2C=1.CN1CCOCC1.C(Cl)CCl. Product: [CH3:31][NH:30][C:28]([C@@H:27]([NH:26][C:8]([CH:7]([CH2:11][CH2:12][O:13][C:14]1[C:19]([F:20])=[C:18]([F:21])[C:17]([F:22])=[C:16]([F:23])[C:15]=1[F:24])[CH2:6][C:4]([O:3][CH2:1][CH3:2])=[O:5])=[O:10])[CH2:32][C:33]1[CH:42]=[CH:41][C:40]2[C:35](=[CH:36][CH:37]=[CH:38][CH:39]=2)[CH:34]=1)=[O:29]. The catalyst class is: 2. (3) Reactant: [C:1]([O:5][C:6]([NH:8][CH:9]([CH2:32][CH3:33])[C@H:10]([O:28][C:29](=[O:31])[CH3:30])[C:11]([NH:13][NH:14][C:15](=[O:27])[C:16]1[CH:21]=[CH:20][C:19]([O:22][C:23]([F:26])([F:25])[F:24])=[CH:18][CH:17]=1)=O)=[O:7])([CH3:4])([CH3:3])[CH3:2].C1(C)C=CC(S(Cl)(=O)=O)=CC=1. Product: [C:1]([O:5][C:6]([NH:8][CH:9]([CH2:32][CH3:33])[C@H:10]([O:28][C:29](=[O:31])[CH3:30])[C:11]1[O:27][C:15]([C:16]2[CH:21]=[CH:20][C:19]([O:22][C:23]([F:24])([F:26])[F:25])=[CH:18][CH:17]=2)=[N:14][N:13]=1)=[O:7])([CH3:2])([CH3:3])[CH3:4]. The catalyst class is: 1. (4) Reactant: [SH:1][C:2]1[CH:7]=[CH:6][N:5]=[CH:4][CH:3]=1.[Cl:8][C:9]1[N:14]=[C:13]([CH2:15]I)[CH:12]=[C:11]([N:17]2[CH2:22][CH2:21][O:20][CH2:19][C@@H:18]2[CH3:23])[N:10]=1.C1CCN2C(=NCCC2)CC1. Product: [Cl:8][C:9]1[N:10]=[C:11]([N:17]2[CH2:22][CH2:21][O:20][CH2:19][C@@H:18]2[CH3:23])[CH:12]=[C:13]([CH2:15][S:1][C:2]2[CH:7]=[CH:6][N:5]=[CH:4][CH:3]=2)[N:14]=1. The catalyst class is: 10. (5) Reactant: [CH2:1]([O:8][C:9]1[CH:10]=[C:11]([C:15]2([CH3:25])[C:19]3[CH2:20][NH:21][CH2:22][CH2:23][C:18]=3[C:17](=[O:24])[O:16]2)[CH:12]=[CH:13][CH:14]=1)[C:2]1[CH:7]=[CH:6][CH:5]=[CH:4][CH:3]=1.[CH2:26]([N:33]=[C:34]=[O:35])[C:27]1[CH:32]=[CH:31][CH:30]=[CH:29][CH:28]=1. Product: [CH2:26]([NH:33][C:34]([N:21]1[CH2:22][CH2:23][C:18]2[C:17](=[O:24])[O:16][C:15]([C:11]3[CH:12]=[CH:13][CH:14]=[C:9]([O:8][CH2:1][C:2]4[CH:7]=[CH:6][CH:5]=[CH:4][CH:3]=4)[CH:10]=3)([CH3:25])[C:19]=2[CH2:20]1)=[O:35])[C:27]1[CH:32]=[CH:31][CH:30]=[CH:29][CH:28]=1. The catalyst class is: 4. (6) Reactant: [F:1][C:2]([F:34])([F:33])[CH:3]([O:5][CH2:6][CH2:7][C:8]([F:32])([F:31])[C:9]([F:30])([F:29])[C:10]([F:28])([F:27])[C:11]([F:26])([F:25])[C:12]([F:24])([F:23])[C:13]([F:22])([F:21])[C:14]([F:20])([F:19])[C:15]([F:18])([F:17])[F:16])O.S(Cl)([Cl:37])=O.N1C=CC=CC=1. The catalyst class is: 11. Product: [Cl:37][CH:3]([O:5][CH2:6][CH2:7][C:8]([F:32])([F:31])[C:9]([F:30])([F:29])[C:10]([F:28])([F:27])[C:11]([F:26])([F:25])[C:12]([F:24])([F:23])[C:13]([F:22])([F:21])[C:14]([F:20])([F:19])[C:15]([F:18])([F:17])[F:16])[C:2]([F:34])([F:33])[F:1]. (7) Product: [CH3:16][O:17][C:18]1[CH:19]=[C:20]([N:26]2[CH2:27][CH2:28][N:29]([C:13]([C:4]3[S:3][C:2]([OH:1])=[N:6][C:5]=3[C:7]3[CH:8]=[CH:9][CH:10]=[CH:11][CH:12]=3)=[O:15])[CH2:30][CH2:31]2)[CH:21]=[C:22]([O:24][CH3:25])[CH:23]=1. The catalyst class is: 4. Reactant: [OH:1][C:2]1[S:3][C:4]([C:13]([OH:15])=O)=[C:5]([C:7]2[CH:12]=[CH:11][CH:10]=[CH:9][CH:8]=2)[N:6]=1.[CH3:16][O:17][C:18]1[CH:19]=[C:20]([N:26]2[CH2:31][CH2:30][NH:29][CH2:28][CH2:27]2)[CH:21]=[C:22]([O:24][CH3:25])[CH:23]=1.Cl.CN(C)CCCN=C=NCC.O.ON1C2C=CC=CC=2N=N1.